This data is from Full USPTO retrosynthesis dataset with 1.9M reactions from patents (1976-2016). The task is: Predict the reactants needed to synthesize the given product. (1) Given the product [C:11]([O:15][C:16]([N:18]1[CH2:24][CH2:23][C:22]2[C:25]([CH:30]([S:7][C:5]3[N:4]=[C:3]([CH3:8])[NH:2][CH:6]=3)[CH3:32])=[C:26]([Cl:29])[CH:27]=[CH:28][C:21]=2[CH2:20][CH2:19]1)=[O:17])([CH3:14])([CH3:12])[CH3:13], predict the reactants needed to synthesize it. The reactants are: C[N:2]1[CH:6]=[C:5]([SH:7])[N:4]=[C:3]1[CH3:8].[H-].[Na+].[C:11]([O:15][C:16]([N:18]1[CH2:24][CH2:23][C:22]2[C:25]([CH2:30]Cl)=[C:26]([Cl:29])[CH:27]=[CH:28][C:21]=2[CH2:20][CH2:19]1)=[O:17])([CH3:14])([CH3:13])[CH3:12].[CH3:32]N(C=O)C. (2) Given the product [CH:21]1[C:22]2[C:17](=[C:16]([NH:15][C:13](=[O:14])/[CH:12]=[CH:11]/[CH:10]=[C:9](\[C:6]3[CH:7]=[CH:8][C:3]([CH2:1][N:36]4[CH2:40][CH2:39][CH2:38][CH2:37]4)=[CH:4][CH:5]=3)/[C:26]3[CH:31]=[CH:30][C:29]([C:32]([F:33])([F:34])[F:35])=[CH:28][CH:27]=3)[CH:25]=[CH:24][CH:23]=2)[CH:18]=[CH:19][N:20]=1, predict the reactants needed to synthesize it. The reactants are: [CH:1]([C:3]1[CH:8]=[CH:7][C:6](/[C:9](/[C:26]2[CH:31]=[CH:30][C:29]([C:32]([F:35])([F:34])[F:33])=[CH:28][CH:27]=2)=[CH:10]\[CH:11]=[CH:12]\[C:13]([NH:15][C:16]2[CH:25]=[CH:24][CH:23]=[C:22]3[C:17]=2[CH:18]=[CH:19][N:20]=[CH:21]3)=[O:14])=[CH:5][CH:4]=1)=O.[NH:36]1[CH2:40][CH2:39][CH2:38][CH2:37]1.C(O[BH-](OC(=O)C)OC(=O)C)(=O)C.[Na+].O. (3) Given the product [C:9]([O:13][C:14](=[O:15])[NH:1][C:2]1[CH:7]=[C:6]([CH3:8])[CH:5]=[CH:4][N:3]=1)([CH3:12])([CH3:11])[CH3:10], predict the reactants needed to synthesize it. The reactants are: [NH2:1][C:2]1[CH:7]=[C:6]([CH3:8])[CH:5]=[CH:4][N:3]=1.[C:9]([O:13][C:14](O[C:14]([O:13][C:9]([CH3:12])([CH3:11])[CH3:10])=[O:15])=[O:15])([CH3:12])([CH3:11])[CH3:10]. (4) Given the product [F:49][C:48]([F:51])([F:50])[S:45]([O:26][C:9]1[CH:8]=[C:7]2[C@@:5]3([CH2:4][O:3][C:2]([NH2:1])=[N:6]3)[C:19]3[C:14](=[N:15][CH:16]=[C:17]([C:20]#[C:21][C:22]([CH3:23])([CH3:25])[CH3:24])[CH:18]=3)[O:13][C:12]2=[CH:11][CH:10]=1)(=[O:47])=[O:46], predict the reactants needed to synthesize it. The reactants are: [NH2:1][C:2]1[O:3][CH2:4][C@:5]2([C:19]3[C:14](=[N:15][CH:16]=[C:17]([C:20]#[C:21][C:22]([CH3:25])([CH3:24])[CH3:23])[CH:18]=3)[O:13][C:12]3[C:7]2=[CH:8][C:9]([OH:26])=[CH:10][CH:11]=3)[N:6]=1.C(=O)([O-])[O-].[K+].[K+].CN(C=O)C.C1C=CC(N[S:45]([C:48]([F:51])([F:50])[F:49])(=[O:47])=[O:46])=CC=1. (5) Given the product [CH3:21][NH:22][C:23]([C:25]1[C:26]2[CH:35]=[CH:34][C:33]([O:36][C:2]3[CH:7]=[CH:6][N:5]=[C:4]4[CH:8]=[C:9]([C:11]([N:13]5[CH2:17][CH2:16][CH2:15][C@H:14]5[CH2:18][O:19][CH3:20])=[O:12])[S:10][C:3]=34)=[CH:32][C:27]=2[O:28][C:29]=1[CH2:30][CH3:31])=[O:24], predict the reactants needed to synthesize it. The reactants are: Cl[C:2]1[CH:7]=[CH:6][N:5]=[C:4]2[CH:8]=[C:9]([C:11]([N:13]3[CH2:17][CH2:16][CH2:15][C@H:14]3[CH2:18][O:19][CH3:20])=[O:12])[S:10][C:3]=12.[CH3:21][NH:22][C:23]([C:25]1[C:26]2[CH:35]=[CH:34][C:33]([OH:36])=[CH:32][C:27]=2[O:28][C:29]=1[CH2:30][CH3:31])=[O:24].C([O-])([O-])=O.[Cs+].[Cs+].